Predict the product of the given reaction. From a dataset of Forward reaction prediction with 1.9M reactions from USPTO patents (1976-2016). Given the reactants [C:1]([O:10]C)(=O)[C:2]1[C:3](=[CH:5][CH:6]=[CH:7][CH:8]=1)[SH:4].[CH3:12][O:13][C:14]1[CH:19]=[CH:18][N:17]=[C:16]([C:20]#[N:21])[CH:15]=1.C(N(CC)CC)C, predict the reaction product. The product is: [CH3:12][O:13][C:14]1[CH:19]=[CH:18][N:17]=[C:16]([C:20]2[S:4][C:3]3[CH:5]=[CH:6][CH:7]=[CH:8][C:2]=3[C:1](=[O:10])[N:21]=2)[CH:15]=1.